The task is: Predict the reaction yield, written as a fraction of the theoretical maximum amount of product (1.0 means a 100% yield; for example, 0.34 means a 34% yield).. This data is from Reaction yield outcomes from USPTO patents with 853,638 reactions. (1) The reactants are [Cl:1][C:2]1[CH:7]=[CH:6][C:5]([CH:8]([CH2:13][NH:14][CH2:15][C:16]([F:19])([F:18])[F:17])[C:9]([O:11]C)=[O:10])=[CH:4][CH:3]=1.O([Si](C)(C)C)[K:21]. The catalyst is C1COCC1.CCOCC. The product is [Cl:1][C:2]1[CH:3]=[CH:4][C:5]([CH:8]([CH2:13][NH:14][CH2:15][C:16]([F:17])([F:18])[F:19])[C:9]([O-:11])=[O:10])=[CH:6][CH:7]=1.[K+:21]. The yield is 1.18. (2) The reactants are [F:1][C:2]1[CH:10]=[CH:9][C:8]([F:11])=[CH:7][C:3]=1C(O)=O.C(N(CC)CC)C.C1(OP(N=[N+]=[N-])(=O)OC2C=CC=CC=2)C=CC=CC=1.FC1C=CC(F)=CC=1[C:41]([N:43]=[N+]=[N-])=[O:42].[NH2:51][C:52]1[CH:57]=[CH:56][C:55]([C:58]2[CH:66]=[CH:65][C:64]([C:67]3[NH:68][C:69]([CH3:72])=[CH:70][N:71]=3)=[C:63]3[C:59]=2[CH2:60][NH:61][C:62]3=[O:73])=[C:54]([F:74])[CH:53]=1. The catalyst is C1COCC1.C(OCC)(=O)C. The product is [F:1][C:2]1[CH:10]=[CH:9][C:8]([F:11])=[CH:7][C:3]=1[NH:43][C:41]([NH:51][C:52]1[CH:57]=[CH:56][C:55]([C:58]2[CH:66]=[CH:65][C:64]([C:67]3[NH:68][C:69]([CH3:72])=[CH:70][N:71]=3)=[C:63]3[C:59]=2[CH2:60][NH:61][C:62]3=[O:73])=[C:54]([F:74])[CH:53]=1)=[O:42]. The yield is 0.340.